Dataset: Reaction yield outcomes from USPTO patents with 853,638 reactions. Task: Predict the reaction yield, written as a fraction of the theoretical maximum amount of product (1.0 means a 100% yield; for example, 0.34 means a 34% yield). (1) The reactants are [CH3:1][O:2][C:3]1[CH:30]=[CH:29][CH:28]=[CH:27][C:4]=1[C:5]([C:7]1[CH:12]=[CH:11][C:10]([CH3:13])=[CH:9][C:8]=1[NH:14][C:15](=[O:26])[NH:16][C:17]1[S:18][CH:19]=[C:20]([CH2:22][C:23]([OH:25])=O)[N:21]=1)=[O:6].[CH3:31][O:32][CH2:33][CH2:34][NH2:35]. No catalyst specified. The product is [CH3:1][O:2][C:3]1[CH:30]=[CH:29][CH:28]=[CH:27][C:4]=1[C:5]([C:7]1[CH:12]=[CH:11][C:10]([CH3:13])=[CH:9][C:8]=1[NH:14][C:15](=[O:26])[NH:16][C:17]1[S:18][CH:19]=[C:20]([CH2:22][C:23]([NH:35][CH2:34][CH2:33][O:32][CH3:31])=[O:25])[N:21]=1)=[O:6]. The yield is 0.700. (2) No catalyst specified. The reactants are [F:1][C:2]1[C:3]([NH:12][C:13]2[CH:18]=[CH:17][C:16]([CH2:19][CH2:20][CH2:21][O:22][CH3:23])=[CH:15][C:14]=2[F:24])=[C:4]([CH:8]=[CH:9][C:10]=1[F:11])[C:5]([OH:7])=O.C1N=CN(C(N2C=NC=C2)=O)C=1.[NH2:37][O:38][CH2:39][CH2:40][OH:41]. The product is [F:1][C:2]1[C:3]([NH:12][C:13]2[CH:18]=[CH:17][C:16]([CH2:19][CH2:20][CH2:21][O:22][CH3:23])=[CH:15][C:14]=2[F:24])=[C:4]([CH:8]=[CH:9][C:10]=1[F:11])[C:5]([NH:37][O:38][CH2:39][CH2:40][OH:41])=[O:7]. The yield is 0.690. (3) The reactants are Br[C:2]1[CH:3]=[N:4][CH:5]=[C:6]([CH:27]=1)[C:7]([N:9]1[CH2:14][C:13]([F:16])([F:15])[CH2:12][CH:11]([C:17]([NH:19][C:20]2[CH:25]=[CH:24][C:23]([Cl:26])=[CH:22][CH:21]=2)=[O:18])[CH2:10]1)=[O:8].O1[CH2:33][CH2:32]OCC1.O.C(=O)([O-])[O-].[Cs+].[Cs+]. The catalyst is C1C=CC([P]([Pd]([P](C2C=CC=CC=2)(C2C=CC=CC=2)C2C=CC=CC=2)([P](C2C=CC=CC=2)(C2C=CC=CC=2)C2C=CC=CC=2)[P](C2C=CC=CC=2)(C2C=CC=CC=2)C2C=CC=CC=2)(C2C=CC=CC=2)C2C=CC=CC=2)=CC=1.O. The product is [N:4]1[CH:5]=[C:6]([C:7]([N:9]2[CH2:14][C:13]([F:16])([F:15])[CH2:12][CH:11]([C:17]([NH:19][C:20]3[CH:25]=[CH:24][C:23]([Cl:26])=[CH:22][CH:21]=3)=[O:18])[CH2:10]2)=[O:8])[CH:27]=[C:2]([C:33]2[CH:32]=[CH:5][N:4]=[CH:3][CH:2]=2)[CH:3]=1. The yield is 0.720.